From a dataset of NCI-60 drug combinations with 297,098 pairs across 59 cell lines. Regression. Given two drug SMILES strings and cell line genomic features, predict the synergy score measuring deviation from expected non-interaction effect. (1) Drug 1: COC1=C(C=C2C(=C1)N=CN=C2NC3=CC(=C(C=C3)F)Cl)OCCCN4CCOCC4. Drug 2: C1=C(C(=O)NC(=O)N1)F. Cell line: MCF7. Synergy scores: CSS=36.6, Synergy_ZIP=0.800, Synergy_Bliss=1.21, Synergy_Loewe=5.41, Synergy_HSA=6.21. (2) Drug 1: CCC1=C2CN3C(=CC4=C(C3=O)COC(=O)C4(CC)O)C2=NC5=C1C=C(C=C5)O. Drug 2: B(C(CC(C)C)NC(=O)C(CC1=CC=CC=C1)NC(=O)C2=NC=CN=C2)(O)O. Cell line: MOLT-4. Synergy scores: CSS=94.6, Synergy_ZIP=0.739, Synergy_Bliss=0.605, Synergy_Loewe=-0.546, Synergy_HSA=0.641. (3) Drug 1: C1=NC2=C(N=C(N=C2N1C3C(C(C(O3)CO)O)O)F)N. Drug 2: C1CCC(C(C1)N)N.C(=O)(C(=O)[O-])[O-].[Pt+4]. Cell line: SK-MEL-28. Synergy scores: CSS=23.1, Synergy_ZIP=-8.23, Synergy_Bliss=-2.86, Synergy_Loewe=-11.6, Synergy_HSA=-0.673. (4) Drug 1: C1=CC(=CC=C1CCCC(=O)O)N(CCCl)CCCl. Drug 2: CC(C)NC(=O)C1=CC=C(C=C1)CNNC.Cl. Cell line: A549. Synergy scores: CSS=21.3, Synergy_ZIP=0.382, Synergy_Bliss=-1.00, Synergy_Loewe=-15.3, Synergy_HSA=-3.97. (5) Drug 1: C1C(C(OC1N2C=NC3=C(N=C(N=C32)Cl)N)CO)O. Drug 2: CS(=O)(=O)CCNCC1=CC=C(O1)C2=CC3=C(C=C2)N=CN=C3NC4=CC(=C(C=C4)OCC5=CC(=CC=C5)F)Cl. Cell line: UO-31. Synergy scores: CSS=22.2, Synergy_ZIP=-5.95, Synergy_Bliss=-2.13, Synergy_Loewe=-11.3, Synergy_HSA=-0.536. (6) Drug 1: C1C(C(OC1N2C=C(C(=O)NC2=O)F)CO)O. Drug 2: CC(C)CN1C=NC2=C1C3=CC=CC=C3N=C2N. Cell line: 786-0. Synergy scores: CSS=16.7, Synergy_ZIP=-5.98, Synergy_Bliss=-1.55, Synergy_Loewe=-8.21, Synergy_HSA=-1.27. (7) Drug 1: CN(C(=O)NC(C=O)C(C(C(CO)O)O)O)N=O. Drug 2: CC1C(C(CC(O1)OC2CC(CC3=C2C(=C4C(=C3O)C(=O)C5=CC=CC=C5C4=O)O)(C(=O)C)O)N)O. Cell line: SF-268. Synergy scores: CSS=39.1, Synergy_ZIP=-0.162, Synergy_Bliss=0.266, Synergy_Loewe=-5.04, Synergy_HSA=2.27.